This data is from Peptide-MHC class II binding affinity with 134,281 pairs from IEDB. The task is: Regression. Given a peptide amino acid sequence and an MHC pseudo amino acid sequence, predict their binding affinity value. This is MHC class II binding data. (1) The peptide sequence is MPRSIGGPVSSHNHI. The MHC is DRB3_0101 with pseudo-sequence DRB3_0101. The binding affinity (normalized) is 0. (2) The peptide sequence is CVYNMMGKREKKLSE. The MHC is HLA-DQA10102-DQB10501 with pseudo-sequence HLA-DQA10102-DQB10501. The binding affinity (normalized) is 0.385. (3) The peptide sequence is DVKFPGGGQIKGGVY. The MHC is HLA-DQA10501-DQB10301 with pseudo-sequence HLA-DQA10501-DQB10301. The binding affinity (normalized) is 0.601. (4) The peptide sequence is GELSIVDKIDAAFKI. The MHC is DRB3_0101 with pseudo-sequence DRB3_0101. The binding affinity (normalized) is 0.728. (5) The peptide sequence is FEAMYLGTCQTLTPM. The MHC is HLA-DQA10501-DQB10301 with pseudo-sequence HLA-DQA10501-DQB10301. The binding affinity (normalized) is 0.572. (6) The peptide sequence is GKIDFLNNYALFLSP. The MHC is DRB1_0802 with pseudo-sequence DRB1_0802. The binding affinity (normalized) is 0.390.